This data is from Full USPTO retrosynthesis dataset with 1.9M reactions from patents (1976-2016). The task is: Predict the reactants needed to synthesize the given product. Given the product [CH:1]1([C:7]2[C:8]3[CH:24]=[CH:23][C:22]([C:25]([OH:27])=[O:26])=[CH:21][C:9]=3[N:10]3[C:16]=2[C:15]2[CH:17]=[CH:18][CH:19]=[CH:20][C:14]=2[S:13][CH2:12][CH2:11]3)[CH2:2][CH2:3][CH2:4][CH2:5][CH2:6]1, predict the reactants needed to synthesize it. The reactants are: [CH:1]1([C:7]2[C:8]3[CH:24]=[CH:23][C:22]([C:25]([O:27]C)=[O:26])=[CH:21][C:9]=3[N:10]3[C:16]=2[C:15]2[CH:17]=[CH:18][CH:19]=[CH:20][C:14]=2[S:13][CH2:12][CH2:11]3)[CH2:6][CH2:5][CH2:4][CH2:3][CH2:2]1.[OH-].[Na+].Cl.O.